From a dataset of Catalyst prediction with 721,799 reactions and 888 catalyst types from USPTO. Predict which catalyst facilitates the given reaction. (1) Reactant: [H-].[H-].[H-].[H-].[Li+].[Al+3].C([O:9][C:10](=O)[CH:11]([O:20][C:21]1[CH:43]=[CH:42][C:24]2[C:25]3[N:29]([CH2:30][CH2:31][O:32][C:23]=2[CH:22]=1)[CH:28]=[C:27]([C:33]1[N:34]([CH:39]([CH3:41])[CH3:40])[N:35]=[C:36]([CH3:38])[N:37]=1)[N:26]=3)[CH2:12][CH:13]([CH3:19])[C:14](OCC)=[O:15])C.CCOC(C)=O.[C@H](O)(C([O-])=O)[C@@H](O)C([O-])=O.[Na+].[K+]. Product: [CH:39]([N:34]1[C:33]([C:27]2[N:26]=[C:25]3[N:29]([CH2:30][CH2:31][O:32][C:23]4[CH:22]=[C:21]([O:20][CH:11]([CH2:12][CH:13]([CH3:19])[CH2:14][OH:15])[CH2:10][OH:9])[CH:43]=[CH:42][C:24]=43)[CH:28]=2)=[N:37][C:36]([CH3:38])=[N:35]1)([CH3:41])[CH3:40]. The catalyst class is: 1. (2) Reactant: [Al+3].[Cl-].[Cl-].[Cl-].[H-].[H-].[H-].[H-].[Li+].[Al+3].[CH2:11]([N:18]1[CH2:22][CH2:21][C:20](=[C:23]([C:25]2([O:28][Si:29]([C:32]([CH3:35])([CH3:34])[CH3:33])([CH3:31])[CH3:30])[CH2:27][CH2:26]2)[OH:24])[C:19]1=O)[C:12]1[CH:17]=[CH:16][CH:15]=[CH:14][CH:13]=1.Cl. Product: [CH2:11]([N:18]1[CH2:22][CH2:21][C:20](=[C:23]([C:25]2([O:28][Si:29]([C:32]([CH3:35])([CH3:34])[CH3:33])([CH3:30])[CH3:31])[CH2:27][CH2:26]2)[OH:24])[CH2:19]1)[C:12]1[CH:13]=[CH:14][CH:15]=[CH:16][CH:17]=1. The catalyst class is: 674.